Dataset: Reaction yield outcomes from USPTO patents with 853,638 reactions. Task: Predict the reaction yield, written as a fraction of the theoretical maximum amount of product (1.0 means a 100% yield; for example, 0.34 means a 34% yield). (1) The reactants are [F:1][C:2]1[CH:23]=[CH:22][C:5]([CH2:6][CH2:7][C:8]2[S:9][C:10]3[N:11]=[C:12]([NH2:21])[N:13]=[C:14](S(C)(=O)=O)[C:15]=3[N:16]=2)=[CH:4][CH:3]=1.[CH3:24][O:25][C:26]1[CH:36]=[CH:35][C:29]([O:30][CH2:31][C:32]([OH:34])=O)=[CH:28][CH:27]=1.CN(C(O[N:45]1N=[N:52][C:47]2C=CC=C[C:46]1=2)=[N+](C)C)C.[B-](F)(F)(F)F.[CH3:59][CH2:60]N(C(C)C)C(C)C. The catalyst is CN(C=O)C.O. The product is [NH2:21][C:12]1[N:13]=[C:14]([N:45]2[CH2:46][CH2:47][N:52]([C:32](=[O:34])[CH2:31][O:30][C:29]3[CH:28]=[CH:27][C:26]([O:25][CH3:24])=[CH:36][CH:35]=3)[CH2:60][CH2:59]2)[C:15]2[N:16]=[C:8]([CH2:7][CH2:6][C:5]3[CH:22]=[CH:23][C:2]([F:1])=[CH:3][CH:4]=3)[S:9][C:10]=2[N:11]=1. The yield is 0.690. (2) The reactants are [CH2:1]([NH:4][CH2:5][CH2:6][OH:7])[CH2:2][CH3:3].Cl[CH2:9][CH2:10][CH2:11][CH2:12][O:13][C:14]1[CH:23]=[C:22]2[C:17]([C:18]([NH:24][C:25]3[CH:29]=[C:28]([CH2:30][C:31]([NH:33][C:34]4[CH:39]=[CH:38][CH:37]=[C:36]([F:40])[C:35]=4[F:41])=[O:32])[NH:27][N:26]=3)=[N:19][CH:20]=[N:21]2)=[CH:16][CH:15]=1. No catalyst specified. The product is [F:41][C:35]1[C:36]([F:40])=[CH:37][CH:38]=[CH:39][C:34]=1[NH:33][C:31](=[O:32])[CH2:30][C:28]1[NH:27][N:26]=[C:25]([NH:24][C:18]2[C:17]3[C:22](=[CH:23][C:14]([O:13][CH2:12][CH2:11][CH2:10][CH2:9][N:4]([CH2:1][CH2:2][CH3:3])[CH2:5][CH2:6][OH:7])=[CH:15][CH:16]=3)[N:21]=[CH:20][N:19]=2)[CH:29]=1. The yield is 0.460. (3) The reactants are [O:1]=[C:2]1[C:11]2[C:6](=[CH:7][CH:8]=[CH:9][CH:10]=2)[C:5](=[O:12])[CH:4]=[C:3]1[C:13]([O:15][CH3:16])=[O:14].[CH:17]([C:19]1[CH:24]=[CH:23][C:22]([O:25][CH3:26])=[CH:21][CH:20]=1)=[CH2:18].C(=O)([O-])O.[Na+]. The catalyst is C(O)(C)C.[Ti](Cl)(Cl)(Cl)Cl.CC(C)[O-].[Ti+4].CC(C)[O-].CC(C)[O-].CC(C)[O-].ClCCl. The product is [OH:1][C:2]1[C:11]2[C:6](=[CH:7][CH:8]=[CH:9][CH:10]=2)[C:5]2[O:12][CH:17]([C:19]3[CH:24]=[CH:23][C:22]([O:25][CH3:26])=[CH:21][CH:20]=3)[CH2:18][C:4]=2[C:3]=1[C:13]([O:15][CH3:16])=[O:14]. The yield is 0.720. (4) The reactants are C(OCC1C(N2CCC3C4CCCCC=4SC=3C2=O)=CC(F)=CC=1[B:27]1[O:31][C:30]([CH3:33])([CH3:32])[C:29]([CH3:35])([CH3:34])[O:28]1)(=O)C.[C:36]([O:39][CH2:40][C:41]1[C:46]([N:47]2[CH2:58][CH2:57][N:56]3[C:49](=[CH:50][C:51]4[CH2:52][C:53]([CH3:60])([CH3:59])[CH2:54][C:55]=43)[C:48]2=[O:61])=[CH:45][C:44]([F:62])=[CH:43][C:42]=1Br)(=[O:38])[CH3:37].CC1(C)C(C)(C)OB(B2OC(C)(C)C(C)(C)O2)O1.C([O-])(=O)C.[K+].C(Cl)Cl. The catalyst is C1(P([C-]2C=CC=C2)C2C=CC=CC=2)C=CC=CC=1.[C-]1(P(C2C=CC=CC=2)C2C=CC=CC=2)C=CC=C1.[Fe+2].O1CCOCC1. The product is [C:36]([O:39][CH2:40][C:41]1[C:46]([N:47]2[CH2:58][CH2:57][N:56]3[C:49](=[CH:50][C:51]4[CH2:52][C:53]([CH3:60])([CH3:59])[CH2:54][C:55]=43)[C:48]2=[O:61])=[CH:45][C:44]([F:62])=[CH:43][C:42]=1[B:27]1[O:31][C:30]([CH3:33])([CH3:32])[C:29]([CH3:35])([CH3:34])[O:28]1)(=[O:38])[CH3:37]. The yield is 1.00. (5) The reactants are [C:1]([N:4]1[C:13]2[C:8](=[CH:9][C:10]([C:14]3[CH:19]=[CH:18][C:17]([CH2:20][N:21]4[CH2:26][CH2:25][CH2:24][CH2:23][CH2:22]4)=[CH:16][CH:15]=3)=[CH:11][CH:12]=2)[C@H:7]([NH2:27])[CH2:6][C@@H:5]1[CH3:28])(=[O:3])[CH3:2].Cl[C:30]1[CH:35]=[CH:34][C:33]([F:36])=[CH:32][N:31]=1.CC(C)([O-])C.[Na+].C1C=CC(P(C2C(C3C(P(C4C=CC=CC=4)C4C=CC=CC=4)=CC=C4C=3C=CC=C4)=C3C(C=CC=C3)=CC=2)C2C=CC=CC=2)=CC=1. The catalyst is C1(C)C=CC=CC=1.C1C=CC(/C=C/C(/C=C/C2C=CC=CC=2)=O)=CC=1.C1C=CC(/C=C/C(/C=C/C2C=CC=CC=2)=O)=CC=1.C1C=CC(/C=C/C(/C=C/C2C=CC=CC=2)=O)=CC=1.[Pd].[Pd]. The product is [C:1]([N:4]1[C:13]2[C:8](=[CH:9][C:10]([C:14]3[CH:19]=[CH:18][C:17]([CH2:20][N:21]4[CH2:26][CH2:25][CH2:24][CH2:23][CH2:22]4)=[CH:16][CH:15]=3)=[CH:11][CH:12]=2)[C@H:7]([NH:27][C:30]2[CH:35]=[CH:34][C:33]([F:36])=[CH:32][N:31]=2)[CH2:6][C@@H:5]1[CH3:28])(=[O:3])[CH3:2]. The yield is 0.250. (6) The reactants are [S:1]1[CH:5]=[CH:4][C:3]([C:6]2[CH:11]=[CH:10][C:9]([CH:12]([CH3:20])[CH2:13][NH:14][S:15]([CH:18]=[CH2:19])(=[O:17])=[O:16])=[CH:8][CH:7]=2)=[CH:2]1. The catalyst is [Pd].C(OCC)(=O)C. The product is [S:1]1[CH:5]=[CH:4][C:3]([C:6]2[CH:7]=[CH:8][C:9]([CH:12]([CH3:20])[CH2:13][NH:14][S:15]([CH2:18][CH3:19])(=[O:17])=[O:16])=[CH:10][CH:11]=2)=[CH:2]1. The yield is 0.990. (7) The reactants are [NH2:1][C:2]1[CH:3]=[C:4]([C:8]2[C:12]([C:13]3[CH:18]=[CH:17][N:16]=[C:15]([NH:19][C:20]([CH3:23])([CH3:22])[CH3:21])[CH:14]=3)=[CH:11][N:10]([CH2:24][C:25]3[CH:30]=[CH:29][C:28]([O:31][CH3:32])=[CH:27][CH:26]=3)[N:9]=2)[CH:5]=[CH:6][CH:7]=1.[F:33][C:34]([F:45])([F:44])[C:35]1[CH:40]=[CH:39][C:38]([N:41]=[C:42]=[O:43])=[CH:37][CH:36]=1.O. The catalyst is CN(C)C=O. The product is [C:20]([NH:19][C:15]1[CH:14]=[C:13]([C:12]2[C:8]([C:4]3[CH:3]=[C:2]([NH:1][C:42]([NH:41][C:38]4[CH:37]=[CH:36][C:35]([C:34]([F:33])([F:44])[F:45])=[CH:40][CH:39]=4)=[O:43])[CH:7]=[CH:6][CH:5]=3)=[N:9][N:10]([CH2:24][C:25]3[CH:26]=[CH:27][C:28]([O:31][CH3:32])=[CH:29][CH:30]=3)[CH:11]=2)[CH:18]=[CH:17][N:16]=1)([CH3:23])([CH3:22])[CH3:21]. The yield is 0.700. (8) The reactants are [Li]CCCC.C1(S([N:15]2[CH:19]=[CH:18][C:17]([Cl:20])=[N:16]2)(=O)=O)C=CC=CC=1.[F:21][C:22]1[CH:27]=[CH:26][C:25]([N:28]=[C:29]=[O:30])=[CH:24][CH:23]=1.[NH4+].[Cl-].[OH-].[Na+]. The catalyst is C1COCC1.O.CCOC(C)=O. The product is [Cl:20][C:17]1[NH:16][N:15]=[C:19]([C:29]([NH:28][C:25]2[CH:26]=[CH:27][C:22]([F:21])=[CH:23][CH:24]=2)=[O:30])[CH:18]=1. The yield is 0.500. (9) The reactants are [Br:1][C:2]1[CH:10]=[C:9]2[C:5]([CH2:6][CH2:7][C:8]2=[O:11])=[CH:4][CH:3]=1.Br[CH2:13][C:14]1[C:23]2[C:18](=[CH:19][CH:20]=[CH:21][C:22]=2[CH2:24]Br)[CH:17]=[CH:16][CH:15]=1.[H-].[Na+]. The catalyst is C1COCC1. The product is [Br:1][C:2]1[CH:10]=[C:9]2[C:5]([CH2:6][C:7]3([C:8]2=[O:11])[CH2:24][C:22]2[C:23]4[C:18]([CH:19]=[CH:20][CH:21]=2)=[CH:17][CH:16]=[CH:15][C:14]=4[CH2:13]3)=[CH:4][CH:3]=1. The yield is 0.560. (10) The yield is 0.430. The reactants are [H-].[Na+].[OH:3][C:4]1[CH:12]=[CH:11][C:7]([C:8]([OH:10])=[O:9])=[CH:6][C:5]=1[I:13].[CH2:14](Br)[C:15]1[CH:20]=[CH:19][CH:18]=[CH:17][CH:16]=1. The catalyst is CN(C)C=O.C1(C)C=CC=CC=1. The product is [CH2:14]([O:3][C:4]1[CH:12]=[CH:11][C:7]([C:8]([O:10][CH2:8][C:7]2[CH:11]=[CH:12][CH:4]=[CH:5][CH:6]=2)=[O:9])=[CH:6][C:5]=1[I:13])[C:15]1[CH:20]=[CH:19][CH:18]=[CH:17][CH:16]=1.